Dataset: Peptide-MHC class II binding affinity with 134,281 pairs from IEDB. Task: Regression. Given a peptide amino acid sequence and an MHC pseudo amino acid sequence, predict their binding affinity value. This is MHC class II binding data. (1) The peptide sequence is ALQSHDDVALVSVMW. The MHC is HLA-DPA10103-DPB10301 with pseudo-sequence HLA-DPA10103-DPB10301. The binding affinity (normalized) is 0.391. (2) The peptide sequence is DHMSIYKFMGRSHFL. The MHC is HLA-DQA10102-DQB10602 with pseudo-sequence HLA-DQA10102-DQB10602. The binding affinity (normalized) is 0.0430. (3) The peptide sequence is AAATAGTTVYGAFAA. The MHC is DRB1_0405 with pseudo-sequence DRB1_0405. The binding affinity (normalized) is 0.157. (4) The peptide sequence is GTKGEAKDVIPEGWK. The MHC is DRB1_0401 with pseudo-sequence DRB1_0401. The binding affinity (normalized) is 0.0524. (5) The binding affinity (normalized) is 0.955. The MHC is HLA-DPA10301-DPB10402 with pseudo-sequence HLA-DPA10301-DPB10402. The peptide sequence is EKKYFAATQFEPLAD.